The task is: Predict the reaction yield, written as a fraction of the theoretical maximum amount of product (1.0 means a 100% yield; for example, 0.34 means a 34% yield).. This data is from Reaction yield outcomes from USPTO patents with 853,638 reactions. (1) The reactants are [CH2:1]([O:4][C:5]1([CH3:32])[CH2:10][CH2:9][N:8]([C:11]2[N:16]3[N:17]=[C:18](Br)[CH:19]=[C:15]3[N:14]=[C:13]([CH3:21])[C:12]=2[C@H:22]([O:27][C:28]([CH3:31])([CH3:30])[CH3:29])[C:23]([O:25][CH3:26])=[O:24])[CH2:7][CH2:6]1)[CH:2]=[CH2:3].[CH2:33]([O:36][C:37]1[CH:48]=[CH:47][CH:46]=[CH:45][C:38]=1[CH2:39][C:40]1[CH:41]=[N:42][NH:43][CH:44]=1)[CH:34]=[CH2:35].CN[C@@H]1CCCC[C@H]1NC.C([O-])([O-])=O.[K+].[K+]. The catalyst is C1(C)C=CC=CC=1.[Cu].[Cu]I. The product is [CH2:1]([O:4][C:5]1([CH3:32])[CH2:10][CH2:9][N:8]([C:11]2[N:16]3[N:17]=[C:18]([N:42]4[CH:41]=[C:40]([CH2:39][C:38]5[CH:45]=[CH:46][CH:47]=[CH:48][C:37]=5[O:36][CH2:33][CH:34]=[CH2:35])[CH:44]=[N:43]4)[CH:19]=[C:15]3[N:14]=[C:13]([CH3:21])[C:12]=2[C@H:22]([O:27][C:28]([CH3:31])([CH3:30])[CH3:29])[C:23]([O:25][CH3:26])=[O:24])[CH2:7][CH2:6]1)[CH:2]=[CH2:3]. The yield is 0.590. (2) The reactants are [C:1]([O:5][C:6]([NH:8][C@@H:9]([CH2:25][C:26]1[CH:31]=[CH:30][C:29]([O:32]CC2C=CC=CC=2)=[C:28]([O:40]CC2C=CC=CC=2)[CH:27]=1)[C:10]([O:12][C@H:13]([CH3:24])[CH2:14][O:15][C:16]([C:18]1[CH:23]=[CH:22][CH:21]=[CH:20][CH:19]=1)=[O:17])=[O:11])=[O:7])([CH3:4])([CH3:3])[CH3:2]. The catalyst is [Pd].CO. The product is [OH:40][C:28]1[CH:27]=[C:26]([CH2:25][C@H:9]([NH:8][C:6]([O:5][C:1]([CH3:2])([CH3:4])[CH3:3])=[O:7])[C:10]([O:12][C@H:13]([CH3:24])[CH2:14][O:15][C:16]([C:18]2[CH:23]=[CH:22][CH:21]=[CH:20][CH:19]=2)=[O:17])=[O:11])[CH:31]=[CH:30][C:29]=1[OH:32]. The yield is 1.00. (3) The reactants are CO[C:3](=[O:13])[C:4]1[CH:9]=[CH:8][C:7]([Br:10])=[CH:6][C:5]=1[CH2:11]Br.Br.[NH2:15][C:16]1([CH3:24])[CH2:21][CH2:20][C:19](=[O:22])[NH:18][C:17]1=[O:23].C(N(CC)CC)C. The catalyst is CN(C)C=O. The product is [Br:10][C:7]1[CH:6]=[C:5]2[C:4](=[CH:9][CH:8]=1)[C:3](=[O:13])[N:15]([C:16]1([CH3:24])[CH2:21][CH2:20][C:19](=[O:22])[NH:18][C:17]1=[O:23])[CH2:11]2. The yield is 0.610.